Task: Regression. Given two drug SMILES strings and cell line genomic features, predict the synergy score measuring deviation from expected non-interaction effect.. Dataset: NCI-60 drug combinations with 297,098 pairs across 59 cell lines (1) Drug 1: CN1CCC(CC1)COC2=C(C=C3C(=C2)N=CN=C3NC4=C(C=C(C=C4)Br)F)OC. Drug 2: C1CCC(C(C1)N)N.C(=O)(C(=O)[O-])[O-].[Pt+4]. Cell line: EKVX. Synergy scores: CSS=19.0, Synergy_ZIP=-6.32, Synergy_Bliss=-4.20, Synergy_Loewe=-3.54, Synergy_HSA=-0.714. (2) Drug 1: CCC1(CC2CC(C3=C(CCN(C2)C1)C4=CC=CC=C4N3)(C5=C(C=C6C(=C5)C78CCN9C7C(C=CC9)(C(C(C8N6C=O)(C(=O)OC)O)OC(=O)C)CC)OC)C(=O)OC)O.OS(=O)(=O)O. Drug 2: CN(C(=O)NC(C=O)C(C(C(CO)O)O)O)N=O. Cell line: OVCAR-8. Synergy scores: CSS=-3.02, Synergy_ZIP=1.28, Synergy_Bliss=-1.13, Synergy_Loewe=-2.65, Synergy_HSA=-3.32. (3) Drug 1: C(CC(=O)O)C(=O)CN.Cl. Drug 2: C1CC(=O)NC(=O)C1N2C(=O)C3=CC=CC=C3C2=O. Cell line: SK-OV-3. Synergy scores: CSS=10.1, Synergy_ZIP=-4.50, Synergy_Bliss=-0.416, Synergy_Loewe=-3.43, Synergy_HSA=0.405. (4) Drug 1: C1CN1C2=NC(=NC(=N2)N3CC3)N4CC4. Drug 2: C1CCC(CC1)NC(=O)N(CCCl)N=O. Cell line: MCF7. Synergy scores: CSS=7.72, Synergy_ZIP=-4.88, Synergy_Bliss=-1.39, Synergy_Loewe=-11.0, Synergy_HSA=-2.12. (5) Drug 1: CC=C1C(=O)NC(C(=O)OC2CC(=O)NC(C(=O)NC(CSSCCC=C2)C(=O)N1)C(C)C)C(C)C. Drug 2: C1CC(=O)NC(=O)C1N2C(=O)C3=CC=CC=C3C2=O. Cell line: M14. Synergy scores: CSS=40.0, Synergy_ZIP=-0.775, Synergy_Bliss=-8.06, Synergy_Loewe=-82.9, Synergy_HSA=-13.0. (6) Drug 1: CCCCCOC(=O)NC1=NC(=O)N(C=C1F)C2C(C(C(O2)C)O)O. Drug 2: CCN(CC)CCNC(=O)C1=C(NC(=C1C)C=C2C3=C(C=CC(=C3)F)NC2=O)C. Cell line: NCI-H226. Synergy scores: CSS=-4.18, Synergy_ZIP=2.38, Synergy_Bliss=2.09, Synergy_Loewe=-2.00, Synergy_HSA=-1.44.